This data is from Reaction yield outcomes from USPTO patents with 853,638 reactions. The task is: Predict the reaction yield, written as a fraction of the theoretical maximum amount of product (1.0 means a 100% yield; for example, 0.34 means a 34% yield). (1) The reactants are C(N(C(C)C)CC)(C)C.Cl.CN(C)CCCN=C=NCC.[CH2:22]([N:29]1[C:37]2[C:32](=[CH:33][CH:34]=[CH:35][CH:36]=2)[C:31]([C:38](O)=[O:39])=[CH:30]1)[C:23]1[CH:28]=[CH:27][CH:26]=[CH:25][CH:24]=1.[C:41]([O:45][C:46]([C:48]1[C:56]2[CH2:55][CH2:54][N:53]([CH2:57][C:58]3[CH:63]=[CH:62][C:61]([O:64][CH3:65])=[CH:60][CH:59]=3)[CH:52]([CH2:66][NH2:67])[C:51]=2[S:50][C:49]=1[NH2:68])=[O:47])([CH3:44])([CH3:43])[CH3:42]. The catalyst is O1CCCC1. The product is [C:41]([O:45][C:46]([C:48]1[C:56]2[CH2:55][CH2:54][N:53]([CH2:57][C:58]3[CH:59]=[CH:60][C:61]([O:64][CH3:65])=[CH:62][CH:63]=3)[CH:52]([CH2:66][NH:67][C:38]([C:31]3[C:32]4[C:37](=[CH:36][CH:35]=[CH:34][CH:33]=4)[N:29]([CH2:22][C:23]4[CH:28]=[CH:27][CH:26]=[CH:25][CH:24]=4)[CH:30]=3)=[O:39])[C:51]=2[S:50][C:49]=1[NH2:68])=[O:47])([CH3:44])([CH3:42])[CH3:43]. The yield is 0.510. (2) The reactants are [NH2:1][C:2]1[CH:3]=[C:4]([N:8]2[C:17]3[CH:16]=[CH:15][C:14]4[CH2:18][CH2:19][CH2:20][CH2:21][C:13]=4[C:12]=3[NH:11][C:10](=[O:22])[C:9]2=[O:23])[CH:5]=[CH:6][CH:7]=1.[N+:24]([C:27]1[CH:32]=[CH:31][CH:30]=[CH:29][C:28]=1[S:33](Cl)(=[O:35])=[O:34])([O-:26])=[O:25]. The catalyst is N1C=CC=CC=1. The product is [O:22]=[C:10]1[NH:11][C:12]2[C:13]3[CH2:21][CH2:20][CH2:19][CH2:18][C:14]=3[CH:15]=[CH:16][C:17]=2[N:8]([C:4]2[CH:3]=[C:2]([NH:1][S:33]([C:28]3[CH:29]=[CH:30][CH:31]=[CH:32][C:27]=3[N+:24]([O-:26])=[O:25])(=[O:34])=[O:35])[CH:7]=[CH:6][CH:5]=2)[C:9]1=[O:23]. The yield is 1.00. (3) The reactants are Cl.[C:2]([N:5]1[C@@H:11]([CH3:12])[C@H:10]([NH2:13])[C:9](=[O:14])[N:8]([CH2:15][C:16]2[C:25]3[C:20](=[CH:21][CH:22]=[CH:23][CH:24]=3)[CH:19]=[CH:18][C:17]=2[O:26][CH3:27])[C:7]2[CH:28]=[CH:29][C:30]([C:32]#[N:33])=[CH:31][C:6]1=2)(=[O:4])[CH3:3].[C:34]([N:41]([CH3:47])[C@H:42]([C:44](O)=[O:45])[CH3:43])([O:36][C:37]([CH3:40])([CH3:39])[CH3:38])=[O:35].C(N(CC)C(C)C)(C)C.CN(C(ON1N=NC2C=CC=CC1=2)=[N+](C)C)C.F[P-](F)(F)(F)(F)F. The catalyst is CN(C=O)C.O. The product is [C:2]([N:5]1[C@@H:11]([CH3:12])[C@H:10]([NH:13][C:44](=[O:45])[C@@H:42]([N:41]([CH3:47])[C:34](=[O:35])[O:36][C:37]([CH3:38])([CH3:40])[CH3:39])[CH3:43])[C:9](=[O:14])[N:8]([CH2:15][C:16]2[C:25]3[C:20](=[CH:21][CH:22]=[CH:23][CH:24]=3)[CH:19]=[CH:18][C:17]=2[O:26][CH3:27])[C:7]2[CH:28]=[CH:29][C:30]([C:32]#[N:33])=[CH:31][C:6]1=2)(=[O:4])[CH3:3]. The yield is 0.890. (4) The reactants are [F:1][C:2]1[CH:17]=[C:16]([CH:18]=O)[CH:15]=[CH:14][C:3]=1[O:4][C:5]1[N:6]=[CH:7][C:8]([C:11]([NH2:13])=[O:12])=[N:9][CH:10]=1.[CH2:20]([NH2:25])[CH2:21][CH:22]([CH3:24])[CH3:23].[BH4-].[Na+]. The catalyst is CO. The product is [F:1][C:2]1[CH:17]=[C:16]([CH2:18][NH:25][CH2:20][CH2:21][CH:22]([CH3:24])[CH3:23])[CH:15]=[CH:14][C:3]=1[O:4][C:5]1[N:6]=[CH:7][C:8]([C:11]([NH2:13])=[O:12])=[N:9][CH:10]=1. The yield is 0.500.